This data is from Reaction yield outcomes from USPTO patents with 853,638 reactions. The task is: Predict the reaction yield, written as a fraction of the theoretical maximum amount of product (1.0 means a 100% yield; for example, 0.34 means a 34% yield). (1) The reactants are [CH3:1][C:2]1[C:16](=[O:17])[N:15]=[C:14]2[N:4]([C@@H:5]3[O:9][C@H:8]([CH2:10][OH:11])[C@@H:7]([OH:12])[C@@H:6]3[O:13]2)[CH:3]=1.[CH3:18][O:19][CH2:20][CH2:21][O:22]B([O:22][CH2:21][CH2:20][O:19][CH3:18])[O:22][CH2:21][CH2:20][O:19][CH3:18]. The catalyst is COCCO. The product is [CH3:18][O:19][CH2:20][CH2:21][O:22][C@@H:6]1[C@H:7]([OH:12])[C@@H:8]([CH2:10][OH:11])[O:9][C@H:5]1[N:4]1[CH:3]=[C:2]([CH3:1])[C:16](=[O:17])[NH:15][C:14]1=[O:13]. The yield is 0.630. (2) The reactants are [F:1][C@:2]1([CH3:18])[C@H:6]([OH:7])[C@@H:5]([CH2:8][OH:9])[O:4][C@H:3]1[N:10]1[CH:17]=[CH:16][C:14]([NH2:15])=[N:13][C:11]1=[O:12].[C:19](Cl)(=[O:26])[C:20]1[CH:25]=[CH:24][CH:23]=[CH:22][CH:21]=1. The catalyst is N1C=CC=CC=1. The product is [C:19]([NH:15][C:14]1[CH:16]=[CH:17][N:10]([C@@H:3]2[O:4][C@H:5]([CH:8]([C:19](=[O:26])[C:20]3[CH:25]=[CH:24][CH:23]=[CH:22][CH:21]=3)[OH:9])[C@@:6]([C:19](=[O:26])[C:20]3[CH:25]=[CH:24][CH:23]=[CH:22][CH:21]=3)([OH:7])[C@:2]2([F:1])[CH3:18])[C:11](=[O:12])[N:13]=1)(=[O:26])[C:20]1[CH:25]=[CH:24][CH:23]=[CH:22][CH:21]=1. The yield is 0.910. (3) The reactants are [F:1][C:2]1[CH:7]=[CH:6][C:5]([C:8]2[O:9][CH:10]=[C:11]([C:13](=[O:15])[CH3:14])[N:12]=2)=[CH:4][CH:3]=1.OP([O-])(O)=O.[K+].[C-:22]#[N:23].[K+]. The catalyst is CN(C=O)C.O.O. The product is [F:1][C:2]1[CH:3]=[CH:4][C:5]([C:8]2[O:9][CH:10]=[C:11]([CH:13]([OH:15])[CH2:14][C:22]#[N:23])[N:12]=2)=[CH:6][CH:7]=1. The yield is 0.210. (4) The reactants are [CH2:1]([O:3][C:4]([C:6]1[C:10]([CH3:11])=[C:9]([C:12]2[CH:17]=[CH:16][C:15]([Cl:18])=[CH:14][CH:13]=2)[N:8]([C:19]2[CH:24]=[CH:23][CH:22]=[CH:21][C:20]=2[Cl:25])[N:7]=1)=[O:5])[CH3:2].[Br:26]N1C(=O)CCC1=O. The catalyst is C(Cl)(Cl)(Cl)Cl. The product is [CH2:1]([O:3][C:4]([C:6]1[C:10]([CH2:11][Br:26])=[C:9]([C:12]2[CH:17]=[CH:16][C:15]([Cl:18])=[CH:14][CH:13]=2)[N:8]([C:19]2[CH:24]=[CH:23][CH:22]=[CH:21][C:20]=2[Cl:25])[N:7]=1)=[O:5])[CH3:2]. The yield is 0.640.